Predict the reaction yield, written as a fraction of the theoretical maximum amount of product (1.0 means a 100% yield; for example, 0.34 means a 34% yield). From a dataset of Reaction yield outcomes from USPTO patents with 853,638 reactions. The reactants are [C:1]1([SH:7])[CH:6]=[CH:5][CH:4]=[CH:3][CH:2]=1.[C:8]1(=O)[CH:13]=[CH:12][C:11](=O)[CH:10]=[CH:9]1.C([OH:18])C. The product is [C:8]1([C:2]2[C:1](=[S:7])[CH:6]=[CH:5][C:4](=[O:18])[CH:3]=2)[CH:13]=[CH:12][CH:11]=[CH:10][CH:9]=1. No catalyst specified. The yield is 0.800.